From a dataset of Experimentally validated miRNA-target interactions with 360,000+ pairs, plus equal number of negative samples. Binary Classification. Given a miRNA mature sequence and a target amino acid sequence, predict their likelihood of interaction. (1) The miRNA is hsa-miR-1252-3p with sequence CAAAUGAGCUUAAUUUCCUUUU. The protein sequence of the target gene is MNMPQSLGNQPLPPEPPSLGTPAEGPGTTSPPEHCWPVRPTLRNELDTFSVHFYIFFGPSVALPPERPAVFAMRLLPVLDSGGVLSLELQLNASSVRQENVTVFGCLTHEVPLSLGDAAVTCSKESLAGFLLSVSATTRVARLRIPFPQTGTWFLALRSLCGVGPRFVRCRNATAEVRMRTFLSPCVDDCGPYGQCKLLRTHNYLYAACECKAGWRGWGCTDSADALTYGFQLLSTLLLCLSNLMFLPPVVLAIRSRYVLEAAVYTFTMFFSTFYHACDQPGIVVFCIMDYDVLQFCDFL.... Result: 0 (no interaction). (2) The miRNA is hsa-miR-1255a with sequence AGGAUGAGCAAAGAAAGUAGAUU. The protein sequence of the target gene is MAAVAARAGGLLWLRAAGAERRRCGLRCAALVQGFLQPGGEDTAQKRRVAHFTFHPDPESLQYGQTQKMNLFQSITSALDNSLAKDPTAVIFGEDVAFGGVFRCTVGLRDKYGKDRVFNTPLCEQGIVGFGIGIAVTGATAIAEIQFADYIFPAFDQIVNEAAKYRYRSGDLFNCGSLTIRAPWGCVGHGALYHSQSPEAFFAHCPGIKVVIPRSPFQAKGLLLSCIEDKNPCIFFEPKILYRAAVEQVPVEPYKIPLSQAEVIQEGSDVTLVAWGTQVHVIREVASMAQEKLGVSCEVI.... Result: 0 (no interaction). (3) The miRNA is mmu-miR-5129-5p with sequence AUGUGGGGGCAUUGGUAUUUUC. The protein sequence of the target gene is MQKAGAGGRRASDCGLAPHRPRCITKFAQYVGSFPVDDLDTQESVWLVQQQLWALKDCPRRRAVILKFSLQGLKIYSGEGEVLLMAHALRRILYSTWCPADCQFAFMARNPRSPASKLFCHLFVGSQPGEVQILHLLLCRSFQLAYLLQHPEERAQPEPCPGPTGEVPLKPLSSSGGLVREPFGRDQLSQNVHALVSFRRLPAEGLVGSGKELPESEGRARHARLGNPYCSPTLVRKKAIRSKVIRSGAYRGCTYETQLQLSAREAFPAAWEAWPRGPGGHSCLVESEGSLTENIWAFAG.... Result: 0 (no interaction). (4) The miRNA is hsa-miR-6889-5p with sequence UCGGGGAGUCUGGGGUCCGGAAU. The protein sequence of the target gene is MLFNSVLRQPQLGVLRNGWSSHYPLQSLLSGYQCNCNDEHTSYGETGVPVPPFGCTFCTAPSMEHILAVANEEGFVRLYNTESQTSKKTCFKEWMAHWNAVFDLAWVPGELKLVTAAGDQTAKFWDVRAGELMGTCKGHQCSLKSVAFPKFQKAVFSTGGRDGNIMIWDTRCNKKDGFYRQVNQISGAHNTADKQTPSKPKKKQNSKGLAPAVDSQQSVTVVLFQDENTLVSAGAVDGIIKVWDLRKNYTAYRQEPIASKSFLYPGTSTRKLGYSSLVLDSTGSTLFANCTDDNIYMFNM.... Result: 0 (no interaction). (5) The miRNA is bta-miR-26a with sequence UUCAAGUAAUCCAGGAUAGGCU. The protein sequence of the target gene is MALNDCFLLNLEVDHFMHCNISSHSADLPVNDDWSHPGILYVIPAVYGVIILIGLIGNITLIKIFCTVKSMRNVPNLFISSLALGDLLLLITCAPVDASRYLADRWLFGRIGCKLIPFIQLTSVGVSVFTLTALSADRYKAIVRPMDIQASHALMKICLKAAFIWIISMLLAIPEAVFSDLHPFHEESTNQTFISCAPYPHSNELHPKIHSMASFLVFYVIPLSIISVYYYFIAKNLIQSAYNLPVEGNIHVKKQIESRKRLAKTVLVFVGLFAFCWLPNHVIYLYRSYHYSEVDTSMLH.... Result: 0 (no interaction). (6) The miRNA is hsa-miR-513b-5p with sequence UUCACAAGGAGGUGUCAUUUAU. The protein sequence of the target gene is MGRSRSRSPRRERRRSRSTSRERERRRRERSRSRERDRRRSRSRSPHRRRSRSPRRHRSTSPSPSRLKERRDEEKKETKETKSKERQITEEDLEGKTEEEIEMMKLMGFASFDSTKGKKVDGSVNAYAINVSQKRKYRQYMNRKGGFNRPLDFIA. Result: 0 (no interaction).